This data is from Peptide-MHC class II binding affinity with 134,281 pairs from IEDB. The task is: Regression. Given a peptide amino acid sequence and an MHC pseudo amino acid sequence, predict their binding affinity value. This is MHC class II binding data. The peptide sequence is IKSDKPLKGPFNFRF. The MHC is HLA-DPA10301-DPB10402 with pseudo-sequence HLA-DPA10301-DPB10402. The binding affinity (normalized) is 0.0863.